From a dataset of Reaction yield outcomes from USPTO patents with 853,638 reactions. Predict the reaction yield, written as a fraction of the theoretical maximum amount of product (1.0 means a 100% yield; for example, 0.34 means a 34% yield). (1) The reactants are [NH2:1][C@:2]([CH3:13])([CH2:5][CH2:6][C:7]1[N:8]([CH3:12])[CH:9]=[CH:10][CH:11]=1)[CH2:3][OH:4].[C:14](OC(OC(C)(C)C)=O)(OC(C)(C)C)=[O:15].C(N(CC)CC)C.O. The catalyst is ClCCl.CN(C)C1C=CN=CC=1. The product is [CH3:13][C@@:2]1([CH2:5][CH2:6][C:7]2[N:8]([CH3:12])[CH:9]=[CH:10][CH:11]=2)[CH2:3][O:4][C:14](=[O:15])[NH:1]1. The yield is 0.530. (2) The reactants are [C:1]([O:5][C@H:6]1[CH2:10][NH:9][C@H:8]([C:11]([O:13][CH2:14][CH:15]=[CH2:16])=[O:12])[CH2:7]1)([CH3:4])([CH3:3])[CH3:2].[CH3:17][C:18]1[CH:22]=[C:21]([CH2:23][C:24](O)=[O:25])[O:20][N:19]=1.C(Cl)CCl.C1C=CC2N(O)N=NC=2C=1.CCN(C(C)C)C(C)C. The catalyst is CN(C=O)C.[Cl-].[Na+].O. The product is [C:1]([O:5][C@H:6]1[CH2:10][N:9]([C:24](=[O:25])[CH2:23][C:21]2[O:20][N:19]=[C:18]([CH3:17])[CH:22]=2)[C@H:8]([C:11]([O:13][CH2:14][CH:15]=[CH2:16])=[O:12])[CH2:7]1)([CH3:4])([CH3:3])[CH3:2]. The yield is 0.880. (3) The reactants are O.[F:2][C:3]([F:11])([F:10])[C:4]([C:6]([F:9])([F:8])[F:7])=[O:5].O.O.[F:2][C:3]([F:11])([F:10])[C:4]([C:6]([F:9])([F:8])[F:7])=[O:5].[C:24]([C:27]1[CH:32]=[CH:31][CH:30]=[CH:29][CH:28]=1)(=[O:26])C. No catalyst specified. The product is [F:2][C:3]([F:11])([F:10])[C:4]([OH:5])([C:6]([F:9])([F:8])[F:7])[C:24]([C:27]1[CH:32]=[CH:31][CH:30]=[CH:29][CH:28]=1)=[O:26]. The yield is 0.860. (4) The reactants are [I-:1].[Na+].Br[C:4]1[CH:5]=[C:6]2[C:11](=[CH:12][CH:13]=1)[N:10]=[CH:9][CH:8]=[CH:7]2. The catalyst is [Cu]I.O1CCOCC1. The product is [I:1][C:4]1[CH:5]=[C:6]2[C:11](=[CH:12][CH:13]=1)[N:10]=[CH:9][CH:8]=[CH:7]2. The yield is 0.920. (5) The reactants are [CH2:1]([O:8][C:9]([NH:11][C@H:12]1[CH2:17][CH2:16][CH2:15][C@@H:14]([C:18]([OH:20])=O)[CH2:13]1)=[O:10])[C:2]1[CH:7]=[CH:6][CH:5]=[CH:4][CH:3]=1.[N:21]1C=CC=CC=1.C(OC(OC(C)(C)C)=O)(OC(C)(C)C)=O.C(=O)(O)[O-].[NH4+]. The catalyst is O1CCOCC1. The product is [C:18]([C@@H:14]1[CH2:15][CH2:16][CH2:17][C@H:12]([NH:11][C:9](=[O:10])[O:8][CH2:1][C:2]2[CH:7]=[CH:6][CH:5]=[CH:4][CH:3]=2)[CH2:13]1)(=[O:20])[NH2:21]. The yield is 0.910. (6) The reactants are [CH3:1][O:2][C:3]1[CH:8]=[CH:7][C:6]([N:9]2[CH2:14][CH2:13][C:12](=O)[CH2:11][CH2:10]2)=[CH:5][CH:4]=1.[NH:16]1[CH2:20][CH2:19][C@@H:18]([NH:21][C:22](=[O:28])[O:23][C:24]([CH3:27])([CH3:26])[CH3:25])[CH2:17]1.CCOCC. The catalyst is CO. The product is [CH3:1][O:2][C:3]1[CH:8]=[CH:7][C:6]([N:9]2[CH2:14][CH2:13][CH:12]([N:16]3[CH2:20][CH2:19][C@@H:18]([NH:21][C:22](=[O:28])[O:23][C:24]([CH3:26])([CH3:25])[CH3:27])[CH2:17]3)[CH2:11][CH2:10]2)=[CH:5][CH:4]=1. The yield is 0.675. (7) The reactants are [C:1]([O:5][C:6]([N:8]1[CH2:13][CH2:12][CH:11]([O:14][C:15]2[CH:23]=[C:22]([CH3:24])[CH:21]=[CH:20][C:16]=2[C:17](O)=[S:18])[CH2:10][CH2:9]1)=[O:7])([CH3:4])([CH3:3])[CH3:2].[NH2:25][C:26]1[C:27]([C:33]([NH:35][C:36]2[CH:41]=[CH:40][C:39]([Cl:42])=[CH:38][N:37]=2)=[O:34])=[N:28][C:29]([CH3:32])=[CH:30][CH:31]=1. No catalyst specified. The product is [C:1]([O:5][C:6]([N:8]1[CH2:9][CH2:10][CH:11]([O:14][C:15]2[CH:23]=[C:22]([CH3:24])[CH:21]=[CH:20][C:16]=2[C:17]([NH:25][C:26]2[C:27]([C:33]([NH:35][C:36]3[CH:41]=[CH:40][C:39]([Cl:42])=[CH:38][N:37]=3)=[O:34])=[N:28][C:29]([CH3:32])=[CH:30][CH:31]=2)=[S:18])[CH2:12][CH2:13]1)=[O:7])([CH3:3])([CH3:4])[CH3:2]. The yield is 0.930. (8) The reactants are [Br:1][C:2]1[CH:9]=[CH:8][C:5]([C:6]#[N:7])=[CH:4][CH:3]=1.[N+:10]([O-])([OH:12])=[O:11]. The catalyst is OS(O)(=O)=O. The product is [Br:1][C:2]1[CH:9]=[CH:8][C:5]([C:6]#[N:7])=[CH:4][C:3]=1[N+:10]([O-:12])=[O:11]. The yield is 0.560. (9) The reactants are [Cl:1][C:2]1[CH:3]=[C:4]([OH:11])[C:5](=[CH:9][CH:10]=1)[C:6]([OH:8])=O.[Cl:12][C:13]1[CH:14]=[C:15]([CH:17]=[C:18]([Cl:20])[CH:19]=1)[NH2:16]. No catalyst specified. The product is [Cl:1][C:2]1[CH:10]=[CH:9][C:5]([C:6]([NH:16][C:15]2[CH:14]=[C:13]([Cl:12])[CH:19]=[C:18]([Cl:20])[CH:17]=2)=[O:8])=[C:4]([OH:11])[CH:3]=1. The yield is 0.572. (10) The reactants are [Br:1][C:2]1[CH:7]=[CH:6][C:5]([CH2:8]Br)=[CH:4][CH:3]=1.[CH3:10][C@H:11]1[CH2:16][CH2:15][CH2:14][C@@H:13]([CH3:17])[NH:12]1.C(=O)([O-])[O-].[K+].[K+]. The product is [Br:1][C:2]1[CH:7]=[CH:6][C:5]([CH2:8][N:12]2[C@H:13]([CH3:17])[CH2:14][CH2:15][CH2:16][C@@H:11]2[CH3:10])=[CH:4][CH:3]=1. The catalyst is C(#N)C. The yield is 0.820.